This data is from Catalyst prediction with 721,799 reactions and 888 catalyst types from USPTO. The task is: Predict which catalyst facilitates the given reaction. (1) Reactant: C([N:8]1[C:16]2[C:11](=[CH:12][CH:13]=[CH:14][CH:15]=2)[C:10]([CH3:18])([CH3:17])[C:9]1=[O:19])C1C=CC=CC=1.C([Li])CCC.BrCCO[Si](C(C)(C)C)(C)C. Product: [CH3:17][C:10]1([CH3:18])[C:11]2[C:16](=[CH:15][CH:14]=[CH:13][CH:12]=2)[NH:8][C:9]1=[O:19]. The catalyst class is: 1. (2) Reactant: [OH:1][N:2]1[C:5](=[O:6])[C@@H:4]([NH:7][C:8](=[O:45])/[C:9](=[N:35]\[O:36][CH2:37][C:38]([O:40][C:41]([CH3:44])([CH3:43])[CH3:42])=[O:39])/[C:10]2[N:11]=[C:12]([NH:15][C:16]([C:29]3[CH:34]=[CH:33][CH:32]=[CH:31][CH:30]=3)([C:23]3[CH:28]=[CH:27][CH:26]=[CH:25][CH:24]=3)[C:17]3[CH:22]=[CH:21][CH:20]=[CH:19][CH:18]=3)[S:13][CH:14]=2)[C:3]1([CH3:47])[CH3:46].C(=O)([O-])[O-].[K+].[K+].[C:54]([O:58][C:59](=[O:62])[CH2:60]Br)([CH3:57])([CH3:56])[CH3:55]. Product: [C:54]([O:58][C:59](=[O:62])[CH2:60][O:1][N:2]1[C:5](=[O:6])[C@@H:4]([NH:7][C:8](=[O:45])/[C:9](=[N:35]\[O:36][CH2:37][C:38]([O:40][C:41]([CH3:42])([CH3:44])[CH3:43])=[O:39])/[C:10]2[N:11]=[C:12]([NH:15][C:16]([C:23]3[CH:28]=[CH:27][CH:26]=[CH:25][CH:24]=3)([C:29]3[CH:30]=[CH:31][CH:32]=[CH:33][CH:34]=3)[C:17]3[CH:18]=[CH:19][CH:20]=[CH:21][CH:22]=3)[S:13][CH:14]=2)[C:3]1([CH3:47])[CH3:46])([CH3:57])([CH3:56])[CH3:55]. The catalyst class is: 3. (3) Reactant: C([O:4][C:5]1[CH:6]=[C:7]([CH:23]=[CH:24][CH:25]=1)[C:8]1[CH2:9][O:10][C:11]2[C:16]([CH:17]=1)=[CH:15][CH:14]=[C:13]([O:18]C(=O)C)[C:12]=2[CH3:22])(=O)C.N1C=CN=C1.CC1C(O)=CC=C2C=1OCC(C1C=CC(O)=CC=1)=C2. Product: [CH3:22][C:12]1[C:13]([OH:18])=[CH:14][CH:15]=[C:16]2[C:11]=1[O:10][CH2:9][C:8]([C:7]1[CH:23]=[CH:24][CH:25]=[C:5]([OH:4])[CH:6]=1)=[CH:17]2. The catalyst class is: 8. (4) Reactant: [Li]CCCC.[C:6]([NH:10][C:11]([C:13]1[C:18]([CH3:19])=[CH:17][CH:16]=[CH:15][N:14]=1)=[O:12])([CH3:9])([CH3:8])[CH3:7].CN(C)CCN(C)C.[C:28](OCC)(=[O:34])[C:29]([O:31][CH2:32][CH3:33])=[O:30]. The catalyst class is: 323. Product: [C:6]([NH:10][C:11]([C:13]1[C:18]([CH2:19][C:28](=[O:34])[C:29]([O:31][CH2:32][CH3:33])=[O:30])=[CH:17][CH:16]=[CH:15][N:14]=1)=[O:12])([CH3:9])([CH3:8])[CH3:7]. (5) Reactant: [F:1][C:2]([F:19])([F:18])[C:3]([F:17])([C:13]([F:16])([F:15])[F:14])[CH2:4][CH:5]([C:9]([F:12])([F:11])[F:10])[CH2:6][CH2:7]I.C(O)C.[S-:23][C:24]#[N:25].[K+].C(O)(=O)C. Product: [F:1][C:2]([F:19])([F:18])[C:3]([F:17])([C:13]([F:16])([F:15])[F:14])[CH2:4][CH:5]([C:9]([F:12])([F:11])[F:10])[CH2:6][CH2:7][S:23][C:24]#[N:25]. The catalyst class is: 316. (6) Reactant: [CH3:1][O:2][C:3]1[CH:4]=[C:5]([C:11]([C:14]2[N:18]([C:19]3[CH:24]=[CH:23][C:22]([F:25])=[CH:21][CH:20]=3)[C:17](=[S:26])[NH:16][N:15]=2)([CH3:13])[CH3:12])[CH:6]=[CH:7][C:8]=1[O:9][CH3:10].C([O-])([O-])=O.[K+].[K+].[Cl:33][C:34]1[CH:41]=[CH:40][CH:39]=[C:38]([F:42])[C:35]=1[CH2:36]Cl. Product: [Cl:33][C:34]1[CH:41]=[CH:40][CH:39]=[C:38]([F:42])[C:35]=1[CH2:36][S:26][C:17]1[N:18]([C:19]2[CH:20]=[CH:21][C:22]([F:25])=[CH:23][CH:24]=2)[C:14]([C:11]([C:5]2[CH:6]=[CH:7][C:8]([O:9][CH3:10])=[C:3]([O:2][CH3:1])[CH:4]=2)([CH3:13])[CH3:12])=[N:15][N:16]=1. The catalyst class is: 21. (7) Reactant: [NH2:1][CH2:2][CH2:3][C:4]1[N:5]=[C:6]([NH:9][C:10](=[O:16])[O:11][C:12]([CH3:15])([CH3:14])[CH3:13])[S:7][CH:8]=1.Cl[C:18]1[CH:23]=[CH:22][C:21]([N+:24]([O-:26])=[O:25])=[CH:20][N:19]=1.C(N(CC)CC)C. Product: [N+:24]([C:21]1[CH:22]=[CH:23][C:18]([NH:1][CH2:2][CH2:3][C:4]2[N:5]=[C:6]([NH:9][C:10](=[O:16])[O:11][C:12]([CH3:13])([CH3:15])[CH3:14])[S:7][CH:8]=2)=[N:19][CH:20]=1)([O-:26])=[O:25]. The catalyst class is: 9. (8) Reactant: [C:1]([C:4]1[CH:5]=[CH:6][C:7]([C:20]2[CH:25]=[CH:24][CH:23]=[C:22]([NH:26][C:27](=[O:35])[C:28]3[CH:33]=[CH:32][C:31]([F:34])=[CH:30][CH:29]=3)[C:21]=2[CH3:36])=[C:8]2[C:16]=1[NH:15][C:14]1[CH:13]=[C:12]([C:17](O)=[O:18])[CH:11]=[CH:10][C:9]2=1)(=[O:3])[NH2:2].C1C=[N:41]C2N(O)N=NC=2C=1.[OH-].[NH4+].C(Cl)CCl. Product: [F:34][C:31]1[CH:30]=[CH:29][C:28]([C:27]([NH:26][C:22]2[C:21]([CH3:36])=[C:20]([C:7]3[C:8]4[C:9]5[C:14](=[CH:13][C:12]([C:17]([NH2:41])=[O:18])=[CH:11][CH:10]=5)[NH:15][C:16]=4[C:4]([C:1]([NH2:2])=[O:3])=[CH:5][CH:6]=3)[CH:25]=[CH:24][CH:23]=2)=[O:35])=[CH:33][CH:32]=1. The catalyst class is: 1. (9) Reactant: [NH2:1][C:2]1[CH:10]=[C:9]([O:11][CH3:12])[C:8]([O:13][CH3:14])=[CH:7][C:3]=1[C:4]([NH2:6])=[O:5].CC(N(C)C)=O.[CH3:21][O:22][C:23]1[CH:24]=[C:25]([CH:28]=[C:29]([O:33][CH3:34])[C:30]=1[O:31][CH3:32])[CH:26]=O.OS([O-])=O.[Na+]. Product: [CH3:14][O:13][C:8]1[CH:7]=[C:3]2[C:2](=[CH:10][C:9]=1[O:11][CH3:12])[N:1]=[C:26]([C:25]1[CH:28]=[C:29]([O:33][CH3:34])[C:30]([O:31][CH3:32])=[C:23]([O:22][CH3:21])[CH:24]=1)[N:6]=[C:4]2[OH:5]. The catalyst class is: 6.